From a dataset of Forward reaction prediction with 1.9M reactions from USPTO patents (1976-2016). Predict the product of the given reaction. Given the reactants [C:1]1([NH:11][C:12](=[O:18])[CH2:13][CH2:14][C:15]([OH:17])=O)[C:10]2[C:5](=[CH:6][CH:7]=[CH:8][CH:9]=2)[CH:4]=[CH:3][CH:2]=1.C1CCC(N=C=NC2CCCCC2)CC1.[NH2:34][CH2:35][CH2:36][CH2:37][CH2:38][CH2:39][C:40]([OH:42])=[O:41].C(N(CC)CC)C, predict the reaction product. The product is: [C:1]1([NH:11][C:12](=[O:18])[CH2:13][CH2:14][C:15]([NH:34][CH2:35][CH2:36][CH2:37][CH2:38][CH2:39][C:40]([OH:42])=[O:41])=[O:17])[C:10]2[C:5](=[CH:6][CH:7]=[CH:8][CH:9]=2)[CH:4]=[CH:3][CH:2]=1.